Predict the product of the given reaction. From a dataset of Forward reaction prediction with 1.9M reactions from USPTO patents (1976-2016). (1) The product is: [CH3:11][C:10]1[CH:9]=[CH:8][C:7]([S:4]([OH:17])(=[O:6])=[O:5])=[CH:13][CH:12]=1. Given the reactants O.[OH-].[Na+].[S:4](Cl)([C:7]1[CH:13]=[CH:12][C:10]([CH3:11])=[CH:9][CH:8]=1)(=[O:6])=[O:5].C(O)(=[O:17])C, predict the reaction product. (2) Given the reactants [ClH:1].[Br:2][C:3]1[CH:8]=[CH:7][CH:6]=[CH:5][C:4]=1[NH:9]N.O=[C:12]1[CH2:18][CH:17]2[N:19](C(OC(C)(C)C)=O)[CH:14]([CH2:15][CH2:16]2)[CH2:13]1, predict the reaction product. The product is: [ClH:1].[Br:2][C:3]1[CH:8]=[CH:7][CH:6]=[C:5]2[C:4]=1[NH:9][C:12]1[CH2:13][CH:14]3[NH:19][CH:17]([C:18]2=1)[CH2:16][CH2:15]3. (3) Given the reactants [CH2:1]([N:8]1[CH:12]=[C:11]([C:13]([OH:15])=O)[N:10]=[N:9]1)[C:2]1[CH:7]=[CH:6][CH:5]=[CH:4][CH:3]=1.Cl.O1CCC(C[NH2:23])C1.C(N(CC)CC)C.ON1C2C=CC=CC=2N=N1.Cl.C(N=C=NCCCN(C)C)C, predict the reaction product. The product is: [CH2:1]([N:8]1[CH:12]=[C:11]([C:13]([NH2:23])=[O:15])[N:10]=[N:9]1)[C:2]1[CH:3]=[CH:4][CH:5]=[CH:6][CH:7]=1. (4) Given the reactants [N+:1]([C:4]1[CH:5]=[C:6]([S:10]([N:13]2[CH2:18][CH2:17][CH2:16][CH2:15][CH:14]2[C:19]([OH:21])=[O:20])(=[O:12])=[O:11])[CH:7]=[CH:8][CH:9]=1)([O-:3])=[O:2].C1CCC(N=[C:29]=[N:30][CH:31]2[CH2:36][CH2:35][CH2:34][CH2:33][CH2:32]2)CC1.[CH2:37](Cl)Cl, predict the reaction product. The product is: [N+:1]([C:4]1[CH:5]=[C:6]([S:10]([N:13]2[CH2:18][CH2:17][CH2:16][CH2:15][CH:14]2[C:19]([O:21][CH2:37][CH2:32][CH2:33][C:34]2[CH:29]=[N:30][CH:31]=[CH:36][CH:35]=2)=[O:20])(=[O:11])=[O:12])[CH:7]=[CH:8][CH:9]=1)([O-:3])=[O:2]. (5) Given the reactants [NH2:1][C:2]1[CH:11]=[C:10]([F:12])[CH:9]=[C:8]2[C:3]=1[CH:4]=[CH:5][C:6](=[O:13])[NH:7]2.[Cl:14][C:15]1[CH:16]=[C:17]([F:25])[C:18]([O:23][CH3:24])=[C:19]([CH:22]=1)[CH:20]=O.C(O)(=O)C.[F-].[NH4+], predict the reaction product. The product is: [Cl:14][C:15]1[CH:16]=[C:17]([F:25])[C:18]([O:23][CH3:24])=[C:19]([CH:20]=[N:1][C:2]2[CH:11]=[C:10]([F:12])[CH:9]=[C:8]3[C:3]=2[CH:4]=[CH:5][C:6](=[O:13])[NH:7]3)[CH:22]=1.